This data is from Experimentally validated miRNA-target interactions with 360,000+ pairs, plus equal number of negative samples. The task is: Binary Classification. Given a miRNA mature sequence and a target amino acid sequence, predict their likelihood of interaction. (1) The miRNA is hsa-miR-608 with sequence AGGGGUGGUGUUGGGACAGCUCCGU. The protein sequence of the target gene is MDPRGILKAFPKRQKIHADASSKVLAKIPRREEGEEAEEWLSSLRAHVVRTGIGRARAELFEKQIVQHGGQLCPAQGPGVTHIVVDEGMDYERALRLLRLPQLPPGAQLVKSAWLSLCLQERRLVDVAGFSIFIPSRYLDHPQPSKAEQDASIPPGTHEALLQTALSPPPPPTRPVSPPQKAKEAPNTQAQPISDDEASDGEETQVSAADLEALISGHYPTSLEGDCEPSPAPAVLDKWVCAQPSSQKATNHNLHITEKLEVLAKAYSVQGDKWRALGYAKAINALKSFHKPVTSYQEAC.... Result: 1 (interaction). (2) The miRNA is hsa-miR-1193 with sequence GGGAUGGUAGACCGGUGACGUGC. The protein sequence of the target gene is MGPWSGSRLVALLLLVYGAGSVRGDTPANCTYPDLLGTWVFQVGSSGSQRDVNCSVMGPPEKKVVVHLKKLDTAYDDFGNSGHFTIIYNQGFEIVLNDYKWFAFFKYKEEGGKVTSYCHETMTGWVHDVLGRNRACFTGRKTGNTSENVNVNTARLAGLEETYSNRLYRYNHDFVKAINAIQKSWTAAPYMEYETLTLKEMIRRGGGHSRRIPRPKPAPITAEIQKKILHLPTSWDWRNVHGINFVTPVRNQGSCGSCYSFASMGMMEARIRILTNNTQTPILSPQEVVSCSQYAQGCEG.... Result: 0 (no interaction).